From a dataset of Retrosynthesis with 50K atom-mapped reactions and 10 reaction types from USPTO. Predict the reactants needed to synthesize the given product. (1) Given the product CCOC(=O)n1c(SCc2cc(OC)ccn2)nc2cscc21, predict the reactants needed to synthesize it. The reactants are: CCOC(=O)Cl.COc1ccnc(CSc2nc3cscc3[nH]2)c1. (2) Given the product Cc1cc(=O)oc2cc(OCCBr)ccc12, predict the reactants needed to synthesize it. The reactants are: BrCCBr.Cc1cc(=O)oc2cc(O)ccc12. (3) Given the product COC(=O)C1=CC(=O)C(C)(c2ccccc2)O1, predict the reactants needed to synthesize it. The reactants are: CC1(c2ccccc2)OC(C(=O)O)=CC1=O.CO. (4) Given the product COc1nc2c(cc1I)c(=O)c(C(=O)NCc1ccc(Cl)cc1)cn2C, predict the reactants needed to synthesize it. The reactants are: COc1nc2c(cc1I)c(=O)c(C(=O)O)cn2C.NCc1ccc(Cl)cc1. (5) Given the product CN(N)c1cc2c(cc1[N+](=O)[O-])c(=O)c(C(=O)O)cn2-c1cc(N)c(F)cc1F, predict the reactants needed to synthesize it. The reactants are: CNN.Nc1cc(-n2cc(C(=O)O)c(=O)c3cc([N+](=O)[O-])c(F)cc32)c(F)cc1F. (6) Given the product CCCn1cc(-c2cc(Oc3ccc(N)c(F)c3)ccn2)cn1, predict the reactants needed to synthesize it. The reactants are: CCCn1cc(B2OC(C)(C)C(C)(C)O2)cn1.Nc1ccc(Oc2ccnc(Cl)c2)cc1F.